From a dataset of Full USPTO retrosynthesis dataset with 1.9M reactions from patents (1976-2016). Predict the reactants needed to synthesize the given product. (1) Given the product [C:22]1([CH:14]([CH:10]2[O:11][CH2:12][CH2:13][NH:8][CH2:9]2)[CH2:15][C:16]2[CH:21]=[CH:20][CH:19]=[CH:18][CH:17]=2)[CH:27]=[CH:26][CH:25]=[CH:24][CH:23]=1, predict the reactants needed to synthesize it. The reactants are: C([N:8]1[CH2:13][CH2:12][O:11][CH:10]([C:14]([C:22]2[CH:27]=[CH:26][CH:25]=[CH:24][CH:23]=2)=[CH:15][C:16]2[CH:21]=[CH:20][CH:19]=[CH:18][CH:17]=2)[CH2:9]1)C1C=CC=CC=1.C([O-])=O.[NH4+]. (2) Given the product [CH3:17][Si:14]([Si:13]([Si:22]([CH3:25])([CH3:24])[CH3:23])([Si:18]([CH3:21])([CH3:20])[CH3:19])[CH2:12][CH2:11][OH:10])([CH3:15])[CH3:16], predict the reactants needed to synthesize it. The reactants are: [H-].[Al+3].[Li+].[H-].[H-].[H-].C([O:10][CH2:11][CH2:12][Si:13]([Si:22]([CH3:25])([CH3:24])[CH3:23])([Si:18]([CH3:21])([CH3:20])[CH3:19])[Si:14]([CH3:17])([CH3:16])[CH3:15])(=O)C.O.[OH-].[Na+]. (3) Given the product [Br:1][C:2]1[N:7]=[C:6]([CH2:8][OH:9])[C:5]([N:10]([CH:13]2[CH2:18][CH2:17][CH2:16][CH2:15][CH2:14]2)[CH2:11][CH3:12])=[N:4][CH:3]=1, predict the reactants needed to synthesize it. The reactants are: [Br:1][C:2]1[N:7]=[C:6]([CH:8]=[O:9])[C:5]([N:10]([CH:13]2[CH2:18][CH2:17][CH2:16][CH2:15][CH2:14]2)[CH2:11][CH3:12])=[N:4][CH:3]=1.[BH4-].[Na+].